Binary Classification. Given a drug SMILES string, predict its activity (active/inactive) in a high-throughput screening assay against a specified biological target. From a dataset of Tyrosyl-DNA phosphodiesterase HTS with 341,365 compounds. (1) The compound is Brc1c(NC(=O)c2[nH]c(c(c2C)C(=O)C)C)ccc(c1)C. The result is 0 (inactive). (2) The drug is Clc1cc(NC(=O)c2c3n(nc2)cccn3)ccc1. The result is 0 (inactive). (3) The compound is O=C(N\N=C\c1ncccc1)c1cc(ccc1)C. The result is 0 (inactive). (4) The compound is O1c2cc(N3C(=O)/C(=C/c4oc(c5c(cccc5)C(O)=O)cc4)C(=O)NC3=O)ccc2OC1. The result is 1 (active).